Dataset: Forward reaction prediction with 1.9M reactions from USPTO patents (1976-2016). Task: Predict the product of the given reaction. Given the reactants [F:1][C:2]([F:13])([F:12])[O:3][C:4]1[CH:11]=[CH:10][C:7]([CH:8]=O)=[CH:6][CH:5]=1.[C:14](=[O:17])([O-])[O-:15].[NH4+:18].[NH4+].[C-]#N.[K+].Cl, predict the reaction product. The product is: [NH2:18][CH:8]([C:7]1[CH:10]=[CH:11][C:4]([O:3][C:2]([F:13])([F:12])[F:1])=[CH:5][CH:6]=1)[C:14]([OH:15])=[O:17].